The task is: Predict which catalyst facilitates the given reaction.. This data is from Catalyst prediction with 721,799 reactions and 888 catalyst types from USPTO. Reactant: [NH2:1][C:2]1[N:6]=[CH:5][NH:4][N:3]=1.[C:7]([N+:11]#[C-:12])([CH3:10])([CH3:9])[CH3:8].[CH:13](=O)[C:14]1[O:18][CH:17]=[CH:16][CH:15]=1. Product: [C:7]([NH:11][C:12]1[N:3]2[NH:4][CH:5]=[N:6][C:2]2=[N:1][C:13]=1[C:14]1[O:18][CH:17]=[CH:16][CH:15]=1)([CH3:10])([CH3:9])[CH3:8]. The catalyst class is: 519.